Predict the reactants needed to synthesize the given product. From a dataset of Full USPTO retrosynthesis dataset with 1.9M reactions from patents (1976-2016). (1) Given the product [CH2:17]([N:24]1[CH2:29][CH2:28][N:27]([CH:10]2[CH2:11][N:8]([C:1]([O:3][C:4]([CH3:7])([CH3:6])[CH3:5])=[O:2])[CH2:9]2)[CH2:26][CH2:25]1)[C:18]1[CH:19]=[CH:20][CH:21]=[CH:22][CH:23]=1, predict the reactants needed to synthesize it. The reactants are: [C:1]([N:8]1[CH2:11][C:10](=O)[CH2:9]1)([O:3][C:4]([CH3:7])([CH3:6])[CH3:5])=[O:2].C(O)(=O)C.[CH2:17]([N:24]1[CH2:29][CH2:28][NH:27][CH2:26][CH2:25]1)[C:18]1[CH:23]=[CH:22][CH:21]=[CH:20][CH:19]=1. (2) Given the product [ClH:27].[Cl:27][C:24]1[CH:25]=[CH:26][C:21]([O:20][CH:17]2[CH2:16][CH2:15][NH:14][CH2:19][CH2:18]2)=[CH:22][CH:23]=1, predict the reactants needed to synthesize it. The reactants are: C(OCC)(=O)C.C(OC([N:14]1[CH2:19][CH2:18][CH:17]([O:20][C:21]2[CH:26]=[CH:25][C:24]([Cl:27])=[CH:23][CH:22]=2)[CH2:16][CH2:15]1)=O)(C)(C)C. (3) Given the product [NH2:18][C:17]1[C:12]2[C:11]([C:19]3[CH:24]=[CH:23][CH:22]=[C:21]([O:25][CH2:26][C:27]4[CH:32]=[CH:31][CH:30]=[CH:29][CH:28]=4)[CH:20]=3)=[CH:10][N:9]([C@@H:7]3[CH2:6][C@H:5]([C:3]([OH:4])=[O:2])[CH2:8]3)[C:13]=2[N:14]=[CH:15][N:16]=1, predict the reactants needed to synthesize it. The reactants are: C[O:2][C:3]([C@H:5]1[CH2:8][C@@H:7]([N:9]2[C:13]3[N:14]=[CH:15][N:16]=[C:17]([NH2:18])[C:12]=3[C:11]([C:19]3[CH:24]=[CH:23][CH:22]=[C:21]([O:25][CH2:26][C:27]4[CH:32]=[CH:31][CH:30]=[CH:29][CH:28]=4)[CH:20]=3)=[CH:10]2)[CH2:6]1)=[O:4].Cl. (4) Given the product [NH2:22][C:10]1[CH:11]=[C:12]2[C:17](=[CH:18][C:9]=1[O:8][CH2:1][C:2]1[CH:7]=[CH:6][CH:5]=[CH:4][CH:3]=1)[O:16][C:15](=[O:19])[C:14]([O:20][CH3:21])=[CH:13]2, predict the reactants needed to synthesize it. The reactants are: [CH2:1]([O:8][C:9]1[CH:18]=[C:17]2[C:12]([CH:13]=[C:14]([O:20][CH3:21])[C:15](=[O:19])[O:16]2)=[CH:11][C:10]=1[N+:22]([O-])=O)[C:2]1[CH:7]=[CH:6][CH:5]=[CH:4][CH:3]=1.[O-]S(S([O-])=O)=O.[Na+].[Na+].CCOC(C)=O. (5) Given the product [CH2:1]([O:3][C:4](=[O:9])[CH:5]([NH2:10])[C:6]([CH3:8])=[O:7])[CH3:2], predict the reactants needed to synthesize it. The reactants are: [CH2:1]([O:3][C:4](=[O:9])[CH2:5][C:6]([CH3:8])=[O:7])[CH3:2].[N:10]([O-])=O.[Na+]. (6) Given the product [F:1][C:2]1[CH:3]=[C:4]([C:8]2[C@:9]3([CH2:25][CH2:24][C@H:23]4[C@@H:14]([CH2:15][CH2:16][C:17]5[CH:18]=[C:19]([C:26]([N:29]6[CH2:40][CH2:39][CH2:38][C@H:30]6[C:31]([OH:33])=[O:32])=[O:27])[CH:20]=[CH:21][C:22]=54)[C@@H:11]3[CH2:12][CH:13]=2)[CH3:10])[CH:5]=[N:6][CH:7]=1, predict the reactants needed to synthesize it. The reactants are: [F:1][C:2]1[CH:3]=[C:4]([C:8]2[C@:9]3([CH2:25][CH2:24][C@H:23]4[C@@H:14]([CH2:15][CH2:16][C:17]5[CH:18]=[C:19]([C:26](O)=[O:27])[CH:20]=[CH:21][C:22]=54)[C@@H:11]3[CH2:12][CH:13]=2)[CH3:10])[CH:5]=[N:6][CH:7]=1.[NH:29]1[CH2:40][CH2:39][CH2:38][C@H:30]1[C:31]([O:33]C(C)(C)C)=[O:32]. (7) Given the product [C:1]([O:5][C:6](=[O:7])[NH:8][C:9]1[CH:14]=[CH:13][C:12]([C:15]2[S:16][CH:17]=[CH:18][CH:19]=2)=[CH:11][C:10]=1[NH:20][C:21](=[O:22])[C:23]1[CH:24]=[CH:25][C:26]([CH2:27][OH:28])=[CH:31][CH:32]=1)([CH3:4])([CH3:2])[CH3:3], predict the reactants needed to synthesize it. The reactants are: [C:1]([O:5][C:6]([NH:8][C:9]1[CH:14]=[CH:13][C:12]([C:15]2[S:16][CH:17]=[CH:18][CH:19]=2)=[CH:11][C:10]=1[NH:20][C:21]([C:23]1[CH:32]=[CH:31][C:26]([C:27](OC)=[O:28])=[CH:25][CH:24]=1)=[O:22])=[O:7])([CH3:4])([CH3:3])[CH3:2].[Li+].[BH4-].